Dataset: Reaction yield outcomes from USPTO patents with 853,638 reactions. Task: Predict the reaction yield, written as a fraction of the theoretical maximum amount of product (1.0 means a 100% yield; for example, 0.34 means a 34% yield). (1) The reactants are [C:1]([O:5][C:6]([N:8]([C:13]1[CH:14]=[C:15]([CH2:24][C:25]([O:27]C)=[O:26])[CH:16]=[CH:17][C:18]=1[O:19][CH2:20][CH:21]1[CH2:23][CH2:22]1)[S:9]([CH3:12])(=[O:11])=[O:10])=[O:7])([CH3:4])([CH3:3])[CH3:2].O.[Li+].[OH-]. The catalyst is C1COCC1. The product is [C:1]([O:5][C:6]([N:8]([C:13]1[CH:14]=[C:15]([CH2:24][C:25]([OH:27])=[O:26])[CH:16]=[CH:17][C:18]=1[O:19][CH2:20][CH:21]1[CH2:22][CH2:23]1)[S:9]([CH3:12])(=[O:10])=[O:11])=[O:7])([CH3:4])([CH3:2])[CH3:3]. The yield is 0.950. (2) The reactants are [C:1]1([C:7]2([CH3:17])[C:12](=[O:13])[N:11]([CH3:14])[C:10](=[O:15])[NH:9][C:8]2=[O:16])[CH2:6][CH2:5][CH2:4][CH2:3][CH:2]=1.CN(C=O)C.C([O-])([O-])=O.[K+].[K+].Cl[CH2:30][C:31]([NH:33][C:34]1[CH:39]=[CH:38][CH:37]=[CH:36][CH:35]=1)=[O:32]. The catalyst is O. The product is [C:1]1([C:7]2([CH3:17])[C:8](=[O:16])[N:9]([C:38]3[CH:37]=[CH:36][CH:35]=[C:34]([NH:33][C:31](=[O:32])[CH3:30])[CH:39]=3)[C:10](=[O:15])[N:11]([CH3:14])[C:12]2=[O:13])[CH2:6][CH2:5][CH2:4][CH2:3][CH:2]=1. The yield is 0.900. (3) The reactants are [CH3:1][O:2][C:3]([NH:5][CH:6]([NH:10][C:11]([O:13][CH3:14])=[O:12])[C:7]([OH:9])=O)=[O:4].ON1C2C=CC=CC=2N=N1.CN(C)CCCN=C=NCC.[NH2:36][C@@H:37]([CH2:68][C:69]1[CH:74]=[CH:73][CH:72]=[CH:71][CH:70]=1)[C@@H:38]([OH:67])[CH2:39][C@@H:40]([NH:54][C:55]([C@@H:57]([NH:62][C:63](=[O:66])[O:64][CH3:65])[C:58]([CH3:61])([CH3:60])[CH3:59])=[O:56])[CH2:41][C:42]1[CH:47]=[CH:46][C:45]([C:48]2[CH:53]=[CH:52][CH:51]=[CH:50][N:49]=2)=[CH:44][CH:43]=1.C(N(CC)CC)C. The catalyst is CN(C)C=O. The product is [CH2:68]([C@H:37]([NH:36][C:7](=[O:9])[CH:6]([NH:5][C:3](=[O:4])[O:2][CH3:1])[NH:10][C:11]([O:13][CH3:14])=[O:12])[C@@H:38]([OH:67])[CH2:39][C@@H:40]([NH:54][C:55](=[O:56])[C@H:57]([C:58]([CH3:60])([CH3:61])[CH3:59])[NH:62][C:63]([O:64][CH3:65])=[O:66])[CH2:41][C:42]1[CH:47]=[CH:46][C:45]([C:48]2[CH:53]=[CH:52][CH:51]=[CH:50][N:49]=2)=[CH:44][CH:43]=1)[C:69]1[CH:70]=[CH:71][CH:72]=[CH:73][CH:74]=1. The yield is 0.830. (4) The reactants are [OH:1][C:2]1[CH:7]=[CH:6][C:5]([S:8](Cl)(=[O:10])=[O:9])=[CH:4][CH:3]=1.C[Si](C([Si](C)(C)C)C(N)=O)(C)C.[CH3:24][C:25]1([CH3:38])[S:30][CH2:29][CH2:28][NH:27][C@H:26]1[C:31]([O:33][C:34]([CH3:37])([CH3:36])[CH3:35])=[O:32].CN1CCOCC1. The catalyst is C(Cl)(Cl)Cl.CO. The product is [OH:1][C:2]1[CH:7]=[CH:6][C:5]([S:8]([N:27]2[CH2:28][CH2:29][S:30][C:25]([CH3:24])([CH3:38])[C@@H:26]2[C:31]([O:33][C:34]([CH3:37])([CH3:36])[CH3:35])=[O:32])(=[O:10])=[O:9])=[CH:4][CH:3]=1. The yield is 0.850. (5) The reactants are [CH3:1][O:2][C:3](=[O:24])[C:4]1[CH:9]=[C:8]([F:10])[C:7](Cl)=[N:6][C:5]=1[NH:12][C:13]1[CH:18]=[CH:17][C:16]([Si:19]([CH3:22])([CH3:21])[CH3:20])=[CH:15][C:14]=1[F:23].[CH3:25][N:26](C=O)C. The catalyst is [C-]#N.[Zn+2].[C-]#N.C1C=CC([P]([Pd]([P](C2C=CC=CC=2)(C2C=CC=CC=2)C2C=CC=CC=2)([P](C2C=CC=CC=2)(C2C=CC=CC=2)C2C=CC=CC=2)[P](C2C=CC=CC=2)(C2C=CC=CC=2)C2C=CC=CC=2)(C2C=CC=CC=2)C2C=CC=CC=2)=CC=1. The product is [CH3:1][O:2][C:3](=[O:24])[C:4]1[CH:9]=[C:8]([F:10])[C:7]([C:25]#[N:26])=[N:6][C:5]=1[NH:12][C:13]1[CH:18]=[CH:17][C:16]([Si:19]([CH3:22])([CH3:21])[CH3:20])=[CH:15][C:14]=1[F:23]. The yield is 0.910.